Predict the reaction yield, written as a fraction of the theoretical maximum amount of product (1.0 means a 100% yield; for example, 0.34 means a 34% yield). From a dataset of Reaction yield outcomes from USPTO patents with 853,638 reactions. (1) The reactants are [Cl:1][C:2]1[CH:3]=[C:4]([C:8]2[N:12]=[C:11]([CH2:13][N:14]([CH3:20])[C:15](=[N:18][CH3:19])SC)[O:10][N:9]=2)[CH:5]=[CH:6][CH:7]=1.[C:21]([NH:29][NH2:30])(=O)[C:22]1[CH:27]=[CH:26][N:25]=[CH:24][CH:23]=1. The catalyst is C(O)C.C(Cl)Cl. The product is [Cl:1][C:2]1[CH:3]=[C:4]([C:8]2[N:12]=[C:11]([CH2:13][N:14]([CH3:20])[C:15]3[N:18]([CH3:19])[C:21]([C:22]4[CH:27]=[CH:26][N:25]=[CH:24][CH:23]=4)=[N:29][N:30]=3)[O:10][N:9]=2)[CH:5]=[CH:6][CH:7]=1. The yield is 0.400. (2) The reactants are C(OC(=O)[NH:7][C@H:8]1[CH2:13][CH2:12][C@H:11]([CH2:14][CH2:15][N:16]2[CH2:21][CH2:20][N:19]([C:22]3[N:23]=[CH:24][CH:25]=[C:26]4[CH2:30][CH2:29][O:28][C:27]=34)[CH2:18][CH2:17]2)[CH2:10][CH2:9]1)(C)(C)C.[ClH:32]. The catalyst is ClCCl. The product is [ClH:32].[ClH:32].[ClH:32].[O:28]1[C:27]2=[C:22]([N:19]3[CH2:20][CH2:21][N:16]([CH2:15][CH2:14][C@H:11]4[CH2:12][CH2:13][C@H:8]([NH2:7])[CH2:9][CH2:10]4)[CH2:17][CH2:18]3)[N:23]=[CH:24][CH:25]=[C:26]2[CH2:30][CH2:29]1. The yield is 0.970. (3) The reactants are [NH2:1][C:2]1[CH:21]=[CH:20][CH:19]=[CH:18][C:3]=1[C:4]([NH:6][C:7]1[CH:17]=[CH:16][C:10]2[O:11][C:12]([F:15])([F:14])[O:13][C:9]=2[CH:8]=1)=[O:5].Cl[CH2:23][C:24]1[CH:29]=[CH:28][N:27]=[C:26]([N:30]([S:35]([CH3:38])(=[O:37])=[O:36])[S:31]([CH3:34])(=[O:33])=[O:32])[CH:25]=1.C(N)(=O)C1C=CC=CC=1.[I-].[Na+]. The catalyst is CN(C=O)C.C(OC(=O)C)C. The product is [CH3:34][S:31]([N:30]([S:35]([CH3:38])(=[O:36])=[O:37])[C:26]1[CH:25]=[C:24]([CH2:23][NH:1][C:2]2[CH:21]=[CH:20][CH:19]=[CH:18][C:3]=2[C:4]([NH:6][C:7]2[CH:17]=[CH:16][C:10]3[O:11][C:12]([F:15])([F:14])[O:13][C:9]=3[CH:8]=2)=[O:5])[CH:29]=[CH:28][N:27]=1)(=[O:32])=[O:33]. The yield is 0.550.